Task: Binary Classification. Given a T-cell receptor sequence (or CDR3 region) and an epitope sequence, predict whether binding occurs between them.. Dataset: TCR-epitope binding with 47,182 pairs between 192 epitopes and 23,139 TCRs (1) Result: 0 (the TCR does not bind to the epitope). The TCR CDR3 sequence is CASRQGGSDTQYF. The epitope is HLVDFQVTI. (2) The epitope is ILGLPTQTV. The TCR CDR3 sequence is CASSQEVLITSGVNEQFF. Result: 1 (the TCR binds to the epitope). (3) The epitope is LLLGIGILV. The TCR CDR3 sequence is CASSIEAGGTDTQYF. Result: 1 (the TCR binds to the epitope). (4) The epitope is KAYNVTQAF. The TCR CDR3 sequence is CASSYGEEQYF. Result: 1 (the TCR binds to the epitope). (5) The epitope is ALLADKFPV. The TCR CDR3 sequence is CASSQDRAPTDTQYF. Result: 0 (the TCR does not bind to the epitope). (6) The epitope is GILGFVFTL. The TCR CDR3 sequence is CASSILGLHEQFF. Result: 1 (the TCR binds to the epitope). (7) The epitope is HTTDPSFLGRY. The TCR CDR3 sequence is CASAGDTEAFF. Result: 1 (the TCR binds to the epitope). (8) The epitope is KRWIILGLNK. The TCR CDR3 sequence is CASSELAGLGDTQYF. Result: 0 (the TCR does not bind to the epitope). (9) The epitope is LVLSVNPYV. The TCR CDR3 sequence is CASSTGQNNEQFF. Result: 1 (the TCR binds to the epitope).